Predict the reactants needed to synthesize the given product. From a dataset of Full USPTO retrosynthesis dataset with 1.9M reactions from patents (1976-2016). (1) Given the product [Cl:16][C:12]1[CH:11]=[C:10]([C:8]2[CH:9]=[C:4]([CH2:3][OH:2])[CH:5]=[N:6][CH:7]=2)[CH:15]=[CH:14][CH:13]=1, predict the reactants needed to synthesize it. The reactants are: C[O:2][C:3](=O)[C:4]1[CH:9]=[C:8]([C:10]2[CH:15]=[CH:14][CH:13]=[C:12]([Cl:16])[CH:11]=2)[CH:7]=[N:6][CH:5]=1.[BH4-].[Na+]. (2) Given the product [CH2:31]([C:30]1[CH:41]=[N:40][C:42]([N:20]2[CH2:21][CH2:22][CH2:23][CH:18]([C:15]3[S:16][CH:17]=[C:13]([CH2:12][O:11][C:10]4[CH:9]=[CH:8][C:7]([N:2]5[CH:6]=[N:5][N:4]=[N:3]5)=[CH:25][CH:24]=4)[N:14]=3)[CH2:19]2)=[N:28][CH:29]=1)[CH3:33], predict the reactants needed to synthesize it. The reactants are: Cl.[N:2]1([C:7]2[CH:25]=[CH:24][C:10]([O:11][CH2:12][C:13]3[N:14]=[C:15]([CH:18]4[CH2:23][CH2:22][CH2:21][NH:20][CH2:19]4)[S:16][CH:17]=3)=[CH:9][CH:8]=2)[CH:6]=[N:5][N:4]=[N:3]1.ClC1N=[CH:31][CH:30]=[CH:29][N:28]=1.[C:33]([O-])(O)=O.[Na+].O.C[N:40]([CH:42]=O)[CH3:41]. (3) The reactants are: CS(C)=O.[S:5](=[O:9])(=[O:8])([OH:7])[OH:6].CC(O)C.[CH3:14][C:15]1[CH:23]=[C:22]([C:24]([NH:26][C:27]2[CH:32]=[CH:31][CH:30]=[C:29]([C:33]3[C:42]4[C:37](=[CH:38][C:39]([O:45][CH3:46])=[C:40]([O:43][CH3:44])[CH:41]=4)[N:36]=[C:35]([NH:47][CH3:48])[N:34]=3)[CH:28]=2)=[O:25])[CH:21]=[CH:20][C:16]=1[C:17]([OH:19])=[O:18]. Given the product [S:5]([OH:9])([OH:8])(=[O:7])=[O:6].[CH3:14][C:15]1[CH:23]=[C:22]([C:24]([NH:26][C:27]2[CH:32]=[CH:31][CH:30]=[C:29]([C:33]3[C:42]4[C:37](=[CH:38][C:39]([O:45][CH3:46])=[C:40]([O:43][CH3:44])[CH:41]=4)[N:36]=[C:35]([NH:47][CH3:48])[N:34]=3)[CH:28]=2)=[O:25])[CH:21]=[CH:20][C:16]=1[C:17]([OH:19])=[O:18], predict the reactants needed to synthesize it. (4) Given the product [Br:12][C:10]1[CH:9]=[N:8][C:3]2[NH:4][C:5](=[O:7])[CH2:6][O:1][C:2]=2[CH:11]=1, predict the reactants needed to synthesize it. The reactants are: [O:1]1[CH2:6][C:5](=[O:7])[NH:4][C:3]2[N:8]=[CH:9][CH:10]=[CH:11][C:2]1=2.[Br:12]N1C(=O)CCC1=O.O. (5) Given the product [CH:1]1([C:4]2[CH:5]=[C:6]([C:16]3[O:20][CH:19]=[N:18][CH:17]=3)[C:7]3[N:8]([C:10]([C:13]([N:53]4[CH:46]5[CH2:52][CH2:51][CH:50]4[CH2:49][O:48][CH2:47]5)=[O:14])=[CH:11][N:12]=3)[CH:9]=2)[CH2:3][CH2:2]1, predict the reactants needed to synthesize it. The reactants are: [CH:1]1([C:4]2[CH:5]=[C:6]([C:16]3[O:20][CH:19]=[N:18][CH:17]=3)[C:7]3[N:8]([C:10]([C:13](O)=[O:14])=[CH:11][N:12]=3)[CH:9]=2)[CH2:3][CH2:2]1.CN(C(ON1N=NC2C=CC=NC1=2)=[N+](C)C)C.F[P-](F)(F)(F)(F)F.Cl.[CH:46]12[NH:53][CH:50]([CH2:51][CH2:52]1)[CH2:49][O:48][CH2:47]2.C(=O)(O)[O-].[Na+]. (6) Given the product [CH3:28][N:29]1[CH2:34][CH2:33][N:32]([CH2:35][C:36]([N:38]([C:39]2[CH:44]=[CH:43][C:42]([NH:45]/[C:17](=[C:6]3\[C:5](=[O:27])[NH:4][C:12]4[C:7]\3=[CH:8][CH:9]=[C:10]([C:13]([O:15][CH3:16])=[O:14])[CH:11]=4)/[C:18]3[CH:23]=[CH:22][CH:21]=[CH:20][CH:19]=3)=[CH:41][CH:40]=2)[CH3:46])=[O:37])[CH2:31][CH2:30]1, predict the reactants needed to synthesize it. The reactants are: C([N:4]1[C:12]2[C:7](=[CH:8][CH:9]=[C:10]([C:13]([O:15][CH3:16])=[O:14])[CH:11]=2)[C:6](=[C:17](OCC)[C:18]2[CH:23]=[CH:22][CH:21]=[CH:20][CH:19]=2)[C:5]1=[O:27])(=O)C.[CH3:28][N:29]1[CH2:34][CH2:33][N:32]([CH2:35][C:36]([N:38]([CH3:46])[C:39]2[CH:44]=[CH:43][C:42]([NH2:45])=[CH:41][CH:40]=2)=[O:37])[CH2:31][CH2:30]1.N1CCCCC1.O. (7) Given the product [Cl:1][C:2]1[CH:7]=[C:6]([C:8]2[C:17]3[C:12](=[CH:13][CH:14]=[CH:15][CH:16]=3)[CH:11]=[CH:10][CH:9]=2)[CH:5]=[CH:4][C:3]=1[C:18]([N:20]1[C:26]2[CH:25]=[CH:30][CH:29]=[CH:28][C:27]=2[CH2:24][N:23]2[C:31]([C:34]([N:43]3[CH2:44][CH2:45][N:40]([CH2:39][CH2:38][OH:37])[CH2:41][CH2:42]3)=[O:36])=[CH:32][CH:33]=[C:22]2[CH2:21]1)=[O:19], predict the reactants needed to synthesize it. The reactants are: [Cl:1][C:2]1[CH:7]=[C:6]([C:8]2[C:17]3[C:12](=[CH:13][CH:14]=[CH:15][CH:16]=3)[CH:11]=[CH:10][CH:9]=2)[CH:5]=[CH:4][C:3]=1[C:18]([N:20]1[C:26]2[CH:27]=[CH:28][CH:29]=[CH:30][C:25]=2[CH2:24][N:23]2[C:31]([C:34]([OH:36])=O)=[CH:32][CH:33]=[C:22]2[CH2:21]1)=[O:19].[OH:37][CH2:38][CH2:39][N:40]1[CH2:45][CH2:44][NH:43][CH2:42][CH2:41]1. (8) The reactants are: [Cl:1][C:2]1[CH:3]=[C:4]([C@:9]23[CH2:15][C@@:14]2([CH2:16][O:17][CH3:18])[CH2:13][N:12]([CH3:19])[CH2:11][CH2:10]3)[CH:5]=[CH:6][C:7]=1[Cl:8].Cl. Given the product [ClH:1].[Cl:1][C:2]1[CH:3]=[C:4]([C@:9]23[CH2:15][C@@:14]2([CH2:16][O:17][CH3:18])[CH2:13][N:12]([CH3:19])[CH2:11][CH2:10]3)[CH:5]=[CH:6][C:7]=1[Cl:8], predict the reactants needed to synthesize it.